Dataset: Peptide-MHC class II binding affinity with 134,281 pairs from IEDB. Task: Regression. Given a peptide amino acid sequence and an MHC pseudo amino acid sequence, predict their binding affinity value. This is MHC class II binding data. (1) The peptide sequence is IPFVHLGHRDALEDD. The MHC is HLA-DQA10501-DQB10301 with pseudo-sequence HLA-DQA10501-DQB10301. The binding affinity (normalized) is 0.372. (2) The peptide sequence is RKHIEWNCDVCRHGD. The MHC is HLA-DQA10301-DQB10302 with pseudo-sequence HLA-DQA10301-DQB10302. The binding affinity (normalized) is 0. (3) The peptide sequence is ASLTEALRVIAGALE. The MHC is DRB1_0405 with pseudo-sequence DRB1_0405. The binding affinity (normalized) is 0.623. (4) The peptide sequence is IVQNAYKQMIKSRTL. The MHC is DRB1_0405 with pseudo-sequence DRB1_0405. The binding affinity (normalized) is 0.441. (5) The peptide sequence is AAATAGTTSYGAFAA. The MHC is HLA-DQA10102-DQB10602 with pseudo-sequence HLA-DQA10102-DQB10602. The binding affinity (normalized) is 0.568.